From a dataset of Full USPTO retrosynthesis dataset with 1.9M reactions from patents (1976-2016). Predict the reactants needed to synthesize the given product. Given the product [CH:1]1([N:6]2[CH2:12][C:11]([F:13])([F:14])[C:10](=[O:15])[N:9]([CH3:16])[C:8]3[CH:17]=[N:18][C:19]([NH:21][C:22]4[CH:30]=[CH:29][C:25]([C:26]([NH:57][CH:58]5[CH2:63][CH2:62][NH:61][CH2:60][CH2:59]5)=[O:27])=[CH:24][C:23]=4[O:31][CH3:32])=[N:20][C:7]2=3)[CH2:5][CH2:4][CH2:3][CH2:2]1, predict the reactants needed to synthesize it. The reactants are: [CH:1]1([N:6]2[CH2:12][C:11]([F:14])([F:13])[C:10](=[O:15])[N:9]([CH3:16])[C:8]3[CH:17]=[N:18][C:19]([NH:21][C:22]4[CH:30]=[CH:29][C:25]([C:26](O)=[O:27])=[CH:24][C:23]=4[O:31][CH3:32])=[N:20][C:7]2=3)[CH2:5][CH2:4][CH2:3][CH2:2]1.CN(C(ON1N=NC2C=CC=NC1=2)=[N+](C)C)C.F[P-](F)(F)(F)(F)F.[NH2:57][CH:58]1[CH2:63][CH2:62][N:61](C(OC(C)(C)C)=O)[CH2:60][CH2:59]1.